This data is from Retrosynthesis with 50K atom-mapped reactions and 10 reaction types from USPTO. The task is: Predict the reactants needed to synthesize the given product. Given the product Cn1nccc1-c1cc(NC(=O)c2cccc(C(F)(F)F)c2)ccc1OCCN1CCCOCC1, predict the reactants needed to synthesize it. The reactants are: Cn1nccc1-c1cc(N)ccc1OCCN1CCCOCC1.O=C(Cl)c1cccc(C(F)(F)F)c1.